Predict the product of the given reaction. From a dataset of Forward reaction prediction with 1.9M reactions from USPTO patents (1976-2016). (1) Given the reactants [Br:1][C:2]1[CH:3]=[C:4]([N+:13]([O-])=O)[C:5]([NH:8][CH2:9][CH:10]2[CH2:12][CH2:11]2)=[N:6][CH:7]=1, predict the reaction product. The product is: [Br:1][C:2]1[CH:3]=[C:4]([NH2:13])[C:5]([NH:8][CH2:9][CH:10]2[CH2:12][CH2:11]2)=[N:6][CH:7]=1. (2) Given the reactants C([O:4][C:5]1[CH:17]=[CH:16][CH:15]=[C:14]2[C:6]=1[C:7](=[O:19])[C:8]1[CH:12]=[CH:11][S:10][C:9]=1[C:13]2=[O:18])(=O)C.Cl, predict the reaction product. The product is: [OH:4][C:5]1[CH:17]=[CH:16][CH:15]=[C:14]2[C:6]=1[C:7](=[O:19])[C:8]1[CH:12]=[CH:11][S:10][C:9]=1[C:13]2=[O:18]. (3) Given the reactants C([Zn]CC)C.[C:6](O)([C:8](F)(F)F)=[O:7].IC.[CH3:15][C:16]([CH3:35])([CH3:34])[CH2:17][N:18]1[C:26]2[C:21](=[N:22][C:23](/[CH:27]=[CH:28]/[CH2:29]CO)=[CH:24][CH:25]=2)[N:20]([CH3:32])[C:19]1=[O:33], predict the reaction product. The product is: [CH3:35][C:16]([CH3:15])([CH3:34])[CH2:17][N:18]1[C:26]2[C:21](=[N:22][C:23]([C@@H:27]3[CH2:28][C@H:29]3[CH2:8][CH2:6][OH:7])=[CH:24][CH:25]=2)[N:20]([CH3:32])[C:19]1=[O:33]. (4) Given the reactants [CH3:1]CCCCC.[H-].[Na+].[Br:9][C:10]1[CH:11]=[C:12]([CH:16]=[CH:17][C:18]=1[CH3:19])[C:13]([OH:15])=[O:14], predict the reaction product. The product is: [Br:9][C:10]1[CH:11]=[C:12]([CH:16]=[CH:17][C:18]=1[CH3:19])[C:13]([O:15][CH3:1])=[O:14]. (5) Given the reactants [S:1]1[CH:5]=[CH:4][N:3]=[C:2]1[NH2:6].[C:7](Cl)(Cl)=[O:8].Cl.[CH3:12][N:13]1[CH2:18][CH2:17][N:16]([C:19]2[CH:24]=[C:23]([C:25]3[CH:34]=[C:33]4[C:28]([CH2:29][CH2:30][NH:31][CH2:32]4)=[CH:27][CH:26]=3)[N:22]=[C:21]([NH2:35])[N:20]=2)[CH2:15][CH2:14]1, predict the reaction product. The product is: [NH2:35][C:21]1[N:22]=[C:23]([C:25]2[CH:34]=[C:33]3[C:28]([CH2:29][CH2:30][N:31]([C:7]([NH:6][C:2]4[S:1][CH:5]=[CH:4][N:3]=4)=[O:8])[CH2:32]3)=[CH:27][CH:26]=2)[CH:24]=[C:19]([N:16]2[CH2:15][CH2:14][N:13]([CH3:12])[CH2:18][CH2:17]2)[N:20]=1.